This data is from Forward reaction prediction with 1.9M reactions from USPTO patents (1976-2016). The task is: Predict the product of the given reaction. (1) Given the reactants [Cl:1][C:2]1[CH:7]=[CH:6][C:5]([N:8]2[C:16](=[O:17])[C:15]3[N:14]=[CH:13][N:12]([C:18]4[CH:19]=[C:20]([NH:24][S:25]([CH3:28])(=[O:27])=[O:26])[CH:21]=[CH:22][CH:23]=4)[C:11]=3[N:10]=[C:9]2[C:29]2[CH:34]=[CH:33][C:32](B3OC(C)(C)C(C)(C)O3)=[CH:31][CH:30]=2)=[CH:4][CH:3]=1.I[C:45]1[CH:50]=[N:49][CH:48]=[CH:47][N:46]=1.C(=O)([O-])[O-].[Cs+].[Cs+], predict the reaction product. The product is: [Cl:1][C:2]1[CH:7]=[CH:6][C:5]([N:8]2[C:16](=[O:17])[C:15]3[N:14]=[CH:13][N:12]([C:18]4[CH:19]=[C:20]([NH:24][S:25]([CH3:28])(=[O:27])=[O:26])[CH:21]=[CH:22][CH:23]=4)[C:11]=3[N:10]=[C:9]2[C:29]2[CH:30]=[CH:31][C:32]([C:45]3[CH:50]=[N:49][CH:48]=[CH:47][N:46]=3)=[CH:33][CH:34]=2)=[CH:4][CH:3]=1. (2) Given the reactants [CH3:1][N:2]1[CH2:7][CH2:6][N:5]([C:8]2[N:13]3[C:14]([CH:30]=[O:31])=[C:15]([CH2:17][N:18]([CH3:29])[C@@H:19]4[C:28]5[N:27]=[CH:26][CH:25]=[CH:24][C:23]=5[CH2:22][CH2:21][CH2:20]4)[N:16]=[C:12]3[CH:11]=[CH:10][CH:9]=2)[CH2:4][CH2:3]1.[CH2:32]([Mg]Br)[CH3:33], predict the reaction product. The product is: [CH3:1][N:2]1[CH2:7][CH2:6][N:5]([C:8]2[N:13]3[C:14]([CH:30]([OH:31])[CH2:32][CH3:33])=[C:15]([CH2:17][N:18]([CH3:29])[C@@H:19]4[C:28]5[N:27]=[CH:26][CH:25]=[CH:24][C:23]=5[CH2:22][CH2:21][CH2:20]4)[N:16]=[C:12]3[CH:11]=[CH:10][CH:9]=2)[CH2:4][CH2:3]1. (3) Given the reactants [F:1][C:2]([F:33])([F:32])[O:3][C:4]1[CH:9]=[CH:8][C:7]([N:10]2[CH:14]=[N:13][C:12]([C:15]3[CH:16]=[C:17]4[C:21](=[CH:22][CH:23]=3)[CH2:20][CH:19]([NH:24]C(=O)OC(C)(C)C)[CH2:18]4)=[N:11]2)=[CH:6][CH:5]=1.[F:34][C:35]([F:40])([F:39])[C:36]([OH:38])=[O:37], predict the reaction product. The product is: [F:34][C:35]([F:40])([F:39])[C:36]([OH:38])=[O:37].[F:33][C:2]([F:1])([F:32])[O:3][C:4]1[CH:9]=[CH:8][C:7]([N:10]2[CH:14]=[N:13][C:12]([C:15]3[CH:16]=[C:17]4[C:21](=[CH:22][CH:23]=3)[CH2:20][CH:19]([NH2:24])[CH2:18]4)=[N:11]2)=[CH:6][CH:5]=1.